This data is from Full USPTO retrosynthesis dataset with 1.9M reactions from patents (1976-2016). The task is: Predict the reactants needed to synthesize the given product. Given the product [Cl:1][C:2]1[CH:10]=[CH:9][C:8]2[N:7]([CH2:17][CH2:16][C:18]3[CH:19]=[N:20][C:21]4[C:26]([CH:27]=3)=[CH:25][CH:24]=[CH:23][CH:22]=4)[C:6]3[CH2:11][CH2:12][N:13]([CH3:15])[CH2:14][C:5]=3[C:4]=2[CH:3]=1, predict the reactants needed to synthesize it. The reactants are: [Cl:1][C:2]1[CH:10]=[CH:9][C:8]2[NH:7][C:6]3[CH2:11][CH2:12][N:13]([CH3:15])[CH2:14][C:5]=3[C:4]=2[CH:3]=1.[CH:16]([C:18]1[CH:19]=[N:20][C:21]2[C:26]([CH:27]=1)=[CH:25][CH:24]=[CH:23][CH:22]=2)=[CH2:17].[OH-].[K+].